From a dataset of Catalyst prediction with 721,799 reactions and 888 catalyst types from USPTO. Predict which catalyst facilitates the given reaction. (1) Reactant: [NH2:1][CH2:2][CH2:3][NH:4][C:5]([O:7][C:8]([CH3:11])([CH3:10])[CH3:9])=[O:6].C(N(CC)CC)C.[CH3:19][S:20](Cl)(=[O:22])=[O:21]. Product: [CH3:19][S:20]([NH:1][CH2:2][CH2:3][NH:4][C:5]([O:7][C:8]([CH3:11])([CH3:10])[CH3:9])=[O:6])(=[O:22])=[O:21]. The catalyst class is: 4. (2) Reactant: [C:9](O[C:9]([O:11][C:12]([CH3:15])([CH3:14])[CH3:13])=[O:10])([O:11][C:12]([CH3:15])([CH3:14])[CH3:13])=[O:10].Cl.[CH3:17][O:18][C:19](=[O:27])[C@H:20]([CH2:22][C:23]([O:25][CH3:26])=[O:24])[NH2:21].C(N(CC)CC)C. Product: [C:12]([O:11][C:9]([NH:21][C@@H:20]([CH2:22][C:23]([O:25][CH3:26])=[O:24])[C:19]([O:18][CH3:17])=[O:27])=[O:10])([CH3:13])([CH3:14])[CH3:15]. The catalyst class is: 4. (3) Reactant: [NH2:1][CH2:2][CH2:3][CH2:4][O:5][CH2:6][CH2:7][O:8][CH2:9][CH2:10][O:11][CH2:12][CH2:13][CH2:14][NH:15][C:16]1[CH:21]=[CH:20][C:19]([N+:22]([O-])=O)=[CH:18][CH:17]=1.[ClH:25]. Product: [ClH:25].[NH2:1][CH2:2][CH2:3][CH2:4][O:5][CH2:6][CH2:7][O:8][CH2:9][CH2:10][O:11][CH2:12][CH2:13][CH2:14][NH:15][C:16]1[CH:21]=[CH:20][C:19]([NH2:22])=[CH:18][CH:17]=1. The catalyst class is: 5. (4) Reactant: Br[C:2]1[CH:3]=[C:4]([O:10][CH2:11][C:12]([F:15])([F:14])[F:13])[C:5](=[O:9])[N:6]([CH3:8])[CH:7]=1.[F:16][C:17]1[CH:44]=[C:43]([F:45])[CH:42]=[CH:41][C:18]=1[O:19][C:20]1[CH:25]=[CH:24][C:23]([CH2:26][S:27]([CH2:30][CH3:31])(=[O:29])=[O:28])=[CH:22][C:21]=1B1OC(C)(C)C(C)(C)O1.[O-]P([O-])([O-])=O.[K+].[K+].[K+]. Product: [F:16][C:17]1[CH:44]=[C:43]([F:45])[CH:42]=[CH:41][C:18]=1[O:19][C:20]1[CH:25]=[CH:24][C:23]([CH2:26][S:27]([CH2:30][CH3:31])(=[O:29])=[O:28])=[CH:22][C:21]=1[C:2]1[CH:3]=[C:4]([O:10][CH2:11][C:12]([F:15])([F:14])[F:13])[C:5](=[O:9])[N:6]([CH3:8])[CH:7]=1. The catalyst class is: 117. (5) Reactant: [F:1][C:2]1([F:36])[CH2:8][N:7]([CH2:9][CH2:10][CH2:11][C:12]2[CH:17]=[CH:16][CH:15]=[CH:14][CH:13]=2)[C:6]2[N:18]=[C:19]([NH:22][C:23]3[CH:31]=[CH:30][C:26]([C:27](O)=[O:28])=[CH:25][C:24]=3[O:32][CH3:33])[N:20]=[CH:21][C:5]=2[N:4]([CH3:34])[C:3]1=[O:35].C([N:39](C(C)C)C(C)C)C.[Cl-].[NH4+]. Product: [F:1][C:2]1([F:36])[CH2:8][N:7]([CH2:9][CH2:10][CH2:11][C:12]2[CH:13]=[CH:14][CH:15]=[CH:16][CH:17]=2)[C:6]2[N:18]=[C:19]([NH:22][C:23]3[CH:31]=[CH:30][C:26]([C:27]([NH2:39])=[O:28])=[CH:25][C:24]=3[O:32][CH3:33])[N:20]=[CH:21][C:5]=2[N:4]([CH3:34])[C:3]1=[O:35]. The catalyst class is: 9. (6) Reactant: [C:1]([C:5]1[CH:9]=[C:8]([NH2:10])[NH:7][N:6]=1)([CH3:4])([CH3:3])[CH3:2].[Br:11][CH:12]([CH:15]=O)[CH:13]=O.CC1C=CC(S(O)(=O)=O)=CC=1. The catalyst class is: 51. Product: [Br:11][C:12]1[CH:13]=[N:10][C:8]2[N:7]([N:6]=[C:5]([C:1]([CH3:4])([CH3:3])[CH3:2])[CH:9]=2)[CH:15]=1. (7) Reactant: [F:1][C:2]([F:33])([F:32])[O:3][C:4]1[CH:9]=[CH:8][C:7]([S:10]([N:13]2[CH2:18][CH2:17][C:16](=[N:19][O:20][CH2:21][C:22]3[CH:23]=[C:24]([CH:29]=[CH:30][CH:31]=3)[C:25]([O:27]C)=[O:26])[CH2:15][CH2:14]2)(=[O:12])=[O:11])=[CH:6][CH:5]=1.[OH-].[Na+].Cl.O. Product: [F:33][C:2]([F:1])([F:32])[O:3][C:4]1[CH:9]=[CH:8][C:7]([S:10]([N:13]2[CH2:18][CH2:17][C:16](=[N:19][O:20][CH2:21][C:22]3[CH:23]=[C:24]([CH:29]=[CH:30][CH:31]=3)[C:25]([OH:27])=[O:26])[CH2:15][CH2:14]2)(=[O:12])=[O:11])=[CH:6][CH:5]=1. The catalyst class is: 5. (8) Reactant: Br[C:2]1[C:7](=[O:8])[N:6]([CH2:9][C:10]2[CH:15]=[CH:14][C:13]([C:16]3[C:17]([C:22]#[N:23])=[CH:18][CH:19]=[CH:20][CH:21]=3)=[CH:12][CH:11]=2)[C:5]([CH2:24][CH2:25][CH3:26])=[N:4][C:3]=1[CH2:27][CH3:28].[CH3:29][C:30]1[CH:35]=[C:34]([CH3:36])[N:33]=[CH:32][C:31]=1[OH:37].[OH-].[K+].CS(C)=O. Product: [CH3:29][C:30]1[CH:35]=[C:34]([CH3:36])[N:33]=[CH:32][C:31]=1[O:37][C:2]1[C:7](=[O:8])[N:6]([CH2:9][C:10]2[CH:15]=[CH:14][C:13]([C:16]3[C:17]([C:22]#[N:23])=[CH:18][CH:19]=[CH:20][CH:21]=3)=[CH:12][CH:11]=2)[C:5]([CH2:24][CH2:25][CH3:26])=[N:4][C:3]=1[CH2:27][CH3:28]. The catalyst class is: 13.